From a dataset of Full USPTO retrosynthesis dataset with 1.9M reactions from patents (1976-2016). Predict the reactants needed to synthesize the given product. (1) Given the product [C:37]([O:41][C:42]([N:44]1[CH2:49][CH2:48][N:47]([CH2:2][C:3]2[CH:4]=[C:5]([CH:34]=[CH:35][CH:36]=2)[C:6]([O:8][C:9]2[CH:10]=[CH:11][C:12]3[C:18]4[C:19]([O:27][CH3:28])=[C:20]([O:25][CH3:26])[C:21]([O:23][CH3:24])=[CH:22][C:17]=4[CH2:16][CH2:15][C@H:14]([NH:29][C:30](=[O:32])[CH3:31])[C:13]=3[CH:33]=2)=[O:7])[CH2:46][CH2:45]1)=[O:43])([CH3:40])([CH3:38])[CH3:39], predict the reactants needed to synthesize it. The reactants are: Cl[CH2:2][C:3]1[CH:4]=[C:5]([CH:34]=[CH:35][CH:36]=1)[C:6]([O:8][C:9]1[CH:10]=[CH:11][C:12]2[C:18]3[C:19]([O:27][CH3:28])=[C:20]([O:25][CH3:26])[C:21]([O:23][CH3:24])=[CH:22][C:17]=3[CH2:16][CH2:15][C@H:14]([NH:29][C:30](=[O:32])[CH3:31])[C:13]=2[CH:33]=1)=[O:7].[C:37]([O:41][C:42]([N:44]1[CH2:49][CH2:48][NH:47][CH2:46][CH2:45]1)=[O:43])([CH3:40])([CH3:39])[CH3:38].[I-].[Na+]. (2) Given the product [Cl:1][C:2]1[CH:11]=[C:10]2[C:5]([CH:6]=[CH:7][N:8]([C@@H:13]3[O:17][C@H:16]([CH2:18][O:19][S:20]([C:23]4[CH:28]=[CH:27][C:26]([CH3:29])=[CH:25][CH:24]=4)(=[O:22])=[O:21])[C@@H:15]([OH:30])[C@H:14]3[OH:31])[C:9]2=[O:12])=[CH:4][CH:3]=1, predict the reactants needed to synthesize it. The reactants are: [Cl:1][C:2]1[CH:11]=[C:10]2[C:5]([CH:6]=[CH:7][N:8]([C@@H:13]3[O:17][C@H:16]([CH2:18][O:19][S:20]([C:23]4[CH:28]=[CH:27][C:26]([CH3:29])=[CH:25][CH:24]=4)(=[O:22])=[O:21])[C@H:15]([OH:30])[C@@H:14]3[OH:31])[C:9]2=[O:12])=[CH:4][CH:3]=1.C([N+](CCCC)(CCCC)CCCC)CCC.P(OP([O-])([O-])=O)([O-])([O-])=O.C([N+](CCCC)(CCCC)CCCC)CCC.C([N+](CCCC)(CCCC)CCCC)CCC.C([N+](CCCC)(CCCC)CCCC)CCC. (3) Given the product [Br:35][C:33]1[CH:34]=[C:26]2[C:27]([C:28](=[O:30])[N:5]([CH2:6][CH:7]3[CH2:12][CH2:11][CH2:10][CH2:9][NH:8]3)[C:3]([CH2:2][Cl:1])=[N:25]2)=[CH:31][CH:32]=1, predict the reactants needed to synthesize it. The reactants are: [Cl:1][CH2:2][C:3]([NH:5][CH2:6][CH:7]1[CH2:12][CH2:11][CH2:10][CH2:9][N:8]1C(OC(C)(C)C)=O)=O.O=P(Cl)(Cl)Cl.[NH2:25][C:26]1[CH:34]=[C:33]([Br:35])[CH:32]=[CH:31][C:27]=1[C:28]([OH:30])=O. (4) Given the product [CH2:1]([N:27]1[C:31]([CH3:33])([CH3:32])[C:30](=[O:34])[N:29]([C:35]2[CH:40]=[CH:39][C:38]([N+:41]([O-:43])=[O:42])=[C:37]([C:44]([F:47])([F:46])[F:45])[CH:36]=2)[C:28]1=[O:48])/[CH:2]=[CH:3]\[CH2:4][N:5]1[C:9]([CH3:11])([CH3:10])[C:8](=[O:12])[N:7]([C:13]2[CH:18]=[CH:17][C:16]([N+:19]([O-:21])=[O:20])=[C:15]([C:22]([F:25])([F:23])[F:24])[CH:14]=2)[C:6]1=[O:26], predict the reactants needed to synthesize it. The reactants are: [CH2:1]([N:27]1[C:31]([CH3:33])([CH3:32])[C:30](=[O:34])[N:29]([C:35]2[CH:40]=[CH:39][C:38]([N+:41]([O-:43])=[O:42])=[C:37]([C:44]([F:47])([F:46])[F:45])[CH:36]=2)[C:28]1=[O:48])[CH2:2][CH2:3][CH2:4][N:5]1[C:9]([CH3:11])([CH3:10])[C:8](=[O:12])[N:7]([C:13]2[CH:18]=[CH:17][C:16]([N+:19]([O-:21])=[O:20])=[C:15]([C:22]([F:25])([F:24])[F:23])[CH:14]=2)[C:6]1=[O:26].ClC/C=C\CCl. (5) Given the product [C:1]([OH:8])(=[O:7])[CH2:2][CH2:3][C:4]([OH:6])=[O:5].[Cl:9][C:10]1[CH:28]=[C:27]([Cl:29])[CH:26]=[CH:25][C:11]=1[O:12][C@@H:13]([CH2:18][N:19]1[CH2:24][CH2:23][O:22][CH2:21][CH2:20]1)[CH2:14][CH2:15][NH:16][CH3:17], predict the reactants needed to synthesize it. The reactants are: [C:1]([OH:8])(=[O:7])[CH2:2][CH2:3][C:4]([OH:6])=[O:5].[Cl:9][C:10]1[CH:28]=[C:27]([Cl:29])[CH:26]=[CH:25][C:11]=1[O:12][C@@H:13]([CH2:18][N:19]1[CH2:24][CH2:23][O:22][CH2:21][CH2:20]1)[CH2:14][CH2:15][NH:16][CH3:17]. (6) Given the product [CH3:1][C:2]1[CH:3]=[CH:4][C:5]([CH2:8][C:9]([O:11][C:12]([CH3:15])([CH3:14])[CH3:13])=[O:10])=[CH:6][CH:7]=1, predict the reactants needed to synthesize it. The reactants are: [CH3:1][C:2]1[CH:7]=[CH:6][C:5]([CH2:8][C:9]([OH:11])=[O:10])=[CH:4][CH:3]=1.[C:12](O)([CH3:15])([CH3:14])[CH3:13].C1(N=C=NC2CCCCC2)CCCCC1. (7) Given the product [Br-:26].[Cl:1][C:2]1[CH:7]=[CH:6][C:5]([CH:8]([N:20]2[CH2:21][CH2:22][CH2:23][CH2:24][CH2:25]2)[C:9]([O:11][C@@H:12]2[CH:17]3[CH2:18][CH2:19][N+:14]([CH2:27][C:28](=[O:29])[C:30]4[CH:35]=[CH:34][CH:33]=[CH:32][CH:31]=4)([CH2:15][CH2:16]3)[CH2:13]2)=[O:10])=[CH:4][CH:3]=1, predict the reactants needed to synthesize it. The reactants are: [Cl:1][C:2]1[CH:7]=[CH:6][C:5]([CH:8]([N:20]2[CH2:25][CH2:24][CH2:23][CH2:22][CH2:21]2)[C:9]([O:11][C@@H:12]2[CH:17]3[CH2:18][CH2:19][N:14]([CH2:15][CH2:16]3)[CH2:13]2)=[O:10])=[CH:4][CH:3]=1.[Br:26][CH2:27][C:28]([C:30]1[CH:35]=[CH:34][CH:33]=[CH:32][CH:31]=1)=[O:29].